This data is from Forward reaction prediction with 1.9M reactions from USPTO patents (1976-2016). The task is: Predict the product of the given reaction. (1) Given the reactants Br[CH2:2][CH2:3][O:4][C:5]1[CH:20]=[CH:19][C:8]2[C:9]([C:12]3[CH:17]=[CH:16][C:15]([Br:18])=[CH:14][CH:13]=3)=[N:10][S:11][C:7]=2[CH:6]=1.[NH:21]1[CH2:25][CH2:24][CH2:23][CH2:22]1, predict the reaction product. The product is: [Br:18][C:15]1[CH:16]=[CH:17][C:12]([C:9]2[C:8]3[CH:19]=[CH:20][C:5]([O:4][CH2:3][CH2:2][N:21]4[CH2:25][CH2:24][CH2:23][CH2:22]4)=[CH:6][C:7]=3[S:11][N:10]=2)=[CH:13][CH:14]=1. (2) Given the reactants [NH2:1][C:2]1[C:18]([CH3:19])=[CH:17][CH:16]=[CH:15][C:3]=1[C:4]([NH:6][C:7]1[CH:12]=[CH:11][CH:10]=[C:9]([Br:13])[C:8]=1[CH3:14])=[O:5].Cl[C:21](Cl)([O:23]C(=O)OC(Cl)(Cl)Cl)Cl.C([O-])(O)=O.[Na+], predict the reaction product. The product is: [Br:13][C:9]1[C:8]([CH3:14])=[C:7]([N:6]2[C:4](=[O:5])[C:3]3[C:2](=[C:18]([CH3:19])[CH:17]=[CH:16][CH:15]=3)[NH:1][C:21]2=[O:23])[CH:12]=[CH:11][CH:10]=1. (3) Given the reactants N[C:2]1[S:3][C:4]2[CH:10]=[C:9]([O:11][CH3:12])[CH:8]=[CH:7][C:5]=2[N:6]=1.N(OC(C)(C)C)=O.S1C2C=CC=CC=2N=C1.Cl, predict the reaction product. The product is: [CH3:12][O:11][C:9]1[CH:8]=[CH:7][C:5]2[N:6]=[CH:2][S:3][C:4]=2[CH:10]=1. (4) Given the reactants COCCOC.Br[C:8]1[N:13]=[C:12]([C:14]([O:16][CH2:17][CH3:18])=[O:15])[CH:11]=[CH:10][CH:9]=1.[C:19]([O:23][C:24]([NH:26][CH2:27][C:28]1[CH:33]=[CH:32][CH:31]=[CH:30][C:29]=1B(O)O)=[O:25])([CH3:22])([CH3:21])[CH3:20].C(=O)([O-])[O-].[Na+].[Na+], predict the reaction product. The product is: [C:19]([O:23][C:24]([NH:26][CH2:27][C:28]1[CH:33]=[CH:32][CH:31]=[CH:30][C:29]=1[C:8]1[N:13]=[C:12]([C:14]([O:16][CH2:17][CH3:18])=[O:15])[CH:11]=[CH:10][CH:9]=1)=[O:25])([CH3:22])([CH3:20])[CH3:21]. (5) Given the reactants Cl[Si](C)(C)[CH3:3].[Cl:6][C:7]1[C:8]([C:15]([OH:17])=[O:16])=[N:9][C:10]([S:13][CH3:14])=[N:11][CH:12]=1, predict the reaction product. The product is: [Cl:6][C:7]1[C:8]([C:15]([O:17][CH3:3])=[O:16])=[N:9][C:10]([S:13][CH3:14])=[N:11][CH:12]=1. (6) Given the reactants [F:1][CH:2]1[CH:7]([O:8][C:9]2[CH:14]=[C:13]([CH2:15][OH:16])[CH:12]=[C:11]([F:17])[CH:10]=2)[CH2:6][CH2:5][N:4]([CH2:18][CH:19]([N:23]2[CH:27]=[C:26]([C:28]3[C:29]4[CH:36]=[CH:35][N:34]([CH2:37][O:38][CH2:39][CH2:40][Si:41]([CH3:44])([CH3:43])[CH3:42])[C:30]=4[N:31]=[CH:32][N:33]=3)[CH:25]=[N:24]2)[CH2:20][C:21]#[N:22])[CH2:3]1.CC(OI1(OC(C)=O)(OC(C)=O)OC(=O)C2C=CC=CC1=2)=O, predict the reaction product. The product is: [F:1][CH:2]1[CH:7]([O:8][C:9]2[CH:14]=[C:13]([CH:15]=[O:16])[CH:12]=[C:11]([F:17])[CH:10]=2)[CH2:6][CH2:5][N:4]([CH2:18][CH:19]([N:23]2[CH:27]=[C:26]([C:28]3[C:29]4[CH:36]=[CH:35][N:34]([CH2:37][O:38][CH2:39][CH2:40][Si:41]([CH3:42])([CH3:44])[CH3:43])[C:30]=4[N:31]=[CH:32][N:33]=3)[CH:25]=[N:24]2)[CH2:20][C:21]#[N:22])[CH2:3]1. (7) Given the reactants Cl.[Br:2][C:3]1[S:4][C:5]([CH2:8][NH2:9])=[CH:6][N:7]=1.[Cl:10][C:11]1[CH:16]=[CH:15][CH:14]=[CH:13][C:12]=1[S:17](Cl)(=[O:19])=[O:18].C(N(CC)C(C)C)(C)C, predict the reaction product. The product is: [Br:2][C:3]1[S:4][C:5]([CH2:8][NH:9][S:17]([C:12]2[CH:13]=[CH:14][CH:15]=[CH:16][C:11]=2[Cl:10])(=[O:19])=[O:18])=[CH:6][N:7]=1. (8) Given the reactants Cl.[F:2][C:3]1([F:9])[CH2:8][CH2:7][NH:6][CH2:5][CH2:4]1.C(N(CC)CC)C.Cl[C:18]([O:20][C:21]1[CH:26]=[CH:25][C:24]([N+:27]([O-:29])=[O:28])=[CH:23][CH:22]=1)=[O:19], predict the reaction product. The product is: [F:2][C:3]1([F:9])[CH2:8][CH2:7][N:6]([C:18]([O:20][C:21]2[CH:22]=[CH:23][C:24]([N+:27]([O-:29])=[O:28])=[CH:25][CH:26]=2)=[O:19])[CH2:5][CH2:4]1. (9) Given the reactants [C:1]([CH:3]([CH:7]1[C:11]([Cl:12])=[C:10](Cl)C(=O)O1)[C:4]([NH2:6])=[O:5])#[N:2].[F:15][C:16]1[CH:21]=[CH:20][C:19]([C@H:22]([NH2:24])[CH3:23])=[CH:18][CH:17]=1.C(=O)([O-])[O-].[K+].[K+], predict the reaction product. The product is: [ClH:12].[Cl:12][C:11]1[CH:7]=[C:3]([C:4]([NH2:6])=[O:5])[C:1](=[NH:2])[N:24]([C@@H:22]([C:19]2[CH:20]=[CH:21][C:16]([F:15])=[CH:17][CH:18]=2)[CH3:23])[CH:10]=1.